This data is from Forward reaction prediction with 1.9M reactions from USPTO patents (1976-2016). The task is: Predict the product of the given reaction. Given the reactants [CH3:1][C:2]([O:4][C@H:5]1[C:14]2[C@@:15]3([CH3:30])[C@@H:26]([CH2:27][O:28][CH3:29])[O:25][C:23](=[O:24])[C:17]4=[CH:18][O:19][C:20]([C:21](=[O:22])[C:13]=2[C@@H:8]2[CH2:9][CH2:10][C@H:11]([OH:12])[C@@:7]2([CH3:31])[CH2:6]1)=[C:16]34)=[O:3].[NH:32]([CH2:36][CH2:37][OH:38])[CH2:33][CH2:34][OH:35], predict the reaction product. The product is: [OH:35][CH2:34][CH2:33][N:32]([CH:18]=[C:17]1[C:16]2[C:15]([CH3:30])([C:14]3[CH:5]([O:4][C:2](=[O:3])[CH3:1])[CH2:6][C:7]4([CH3:31])[CH:8]([C:13]=3[C:21](=[O:22])[C:20]=2[OH:19])[CH2:9][CH2:10][CH:11]4[OH:12])[CH:26]([CH2:27][O:28][CH3:29])[O:25][C:23]1=[O:24])[CH2:36][CH2:37][OH:38].